Dataset: Full USPTO retrosynthesis dataset with 1.9M reactions from patents (1976-2016). Task: Predict the reactants needed to synthesize the given product. Given the product [ClH:33].[CH3:1][N:2]([CH2:22][C:23]1[N:24]([CH3:32])[C:25]2[C:30]([CH:31]=1)=[CH:29][CH:28]=[CH:27][CH:26]=2)[C:3](=[O:4])/[CH:5]=[CH:6]/[C:7]1[CH:21]=[N:20][C:10]2[NH:11][C:12](=[O:19])[N:13]([CH2:15][C:16]([N:35]3[CH2:36][CH2:37][N:38]([CH3:39])[CH2:40][CH2:41]3)=[O:17])[CH2:14][C:9]=2[CH:8]=1, predict the reactants needed to synthesize it. The reactants are: [CH3:1][N:2]([CH2:22][C:23]1[N:24]([CH3:32])[C:25]2[C:30]([CH:31]=1)=[CH:29][CH:28]=[CH:27][CH:26]=2)[C:3](/[CH:5]=[CH:6]/[C:7]1[CH:21]=[N:20][C:10]2[NH:11][C:12](=[O:19])[N:13]([CH2:15][C:16](O)=[O:17])[CH2:14][C:9]=2[CH:8]=1)=[O:4].[ClH:33].C[N:35]1[CH2:41][C:40]2C=C(/C=C/C(O)=O)C=N[C:39]=2[NH:38][C:37](=O)[CH2:36]1.CN1CCNCC1.CNCC1C=CC2C(=CC=CC=2)C=1CCC.